From a dataset of Forward reaction prediction with 1.9M reactions from USPTO patents (1976-2016). Predict the product of the given reaction. (1) The product is: [CH3:14][S:13][C:10]1[CH:11]=[CH:12][C:7]([B:17]([OH:18])[OH:16])=[CH:8][CH:9]=1. Given the reactants [Li]CCCC.Br[C:7]1[CH:12]=[CH:11][C:10]([S:13][CH3:14])=[CH:9][CH:8]=1.C[O:16][B:17](OC)[O:18]C.[OH-].[Na+], predict the reaction product. (2) Given the reactants [ClH:1].C([N:9]1[CH2:14][CH2:13][CH:12]([CH2:15][C:16]([O:18][CH3:19])=[O:17])[CH2:11][CH2:10]1)(OC(C)(C)C)=O, predict the reaction product. The product is: [ClH:1].[NH:9]1[CH2:14][CH2:13][CH:12]([CH2:15][C:16]([O:18][CH3:19])=[O:17])[CH2:11][CH2:10]1. (3) Given the reactants C[Si](CC[CH2:7][C:8]([O:10][CH2:11][CH3:12])=[O:9])(C)C.C([N-]C(C)C)(C)C.[Li+].O1CCCC1.[C:26]([C:31]1[CH:36]=[CH:35][CH:34]=[CH:33][CH:32]=1)(=O)[CH:27]([CH3:29])[CH3:28].O.S(=O)(=O)(O)[O-].[Na+], predict the reaction product. The product is: [CH3:28][CH:27]([CH3:29])[CH:26]([C:31]1[CH:36]=[CH:35][CH:34]=[CH:33][CH:32]=1)[CH2:7][C:8]([O:10][CH2:11][CH3:12])=[O:9]. (4) The product is: [C:16]([NH:20][CH2:11][C:10]1[CH:13]=[CH:14][CH:15]=[C:8]([C:6]2[CH:5]=[CH:4][N:3]=[C:2]([Cl:1])[N:7]=2)[CH:9]=1)([CH3:19])([CH3:18])[CH3:17]. Given the reactants [Cl:1][C:2]1[N:7]=[C:6]([C:8]2[CH:9]=[C:10]([CH:13]=[CH:14][CH:15]=2)[CH:11]=O)[CH:5]=[CH:4][N:3]=1.[C:16]([NH2:20])([CH3:19])([CH3:18])[CH3:17], predict the reaction product.